Dataset: Forward reaction prediction with 1.9M reactions from USPTO patents (1976-2016). Task: Predict the product of the given reaction. (1) Given the reactants [C:1]1([CH:7]([C:13]2[CH:18]=[CH:17][CH:16]=[CH:15][CH:14]=2)[N:8]2[CH2:11][C:10](=O)[CH2:9]2)[CH:6]=[CH:5][CH:4]=[CH:3][CH:2]=1.[CH3:19][C@@H:20]1[CH2:25][NH:24][CH2:23][CH2:22][N:21]1[C:26]([O:28][C:29]([CH3:32])([CH3:31])[CH3:30])=[O:27].C(O[BH-](OC(=O)C)OC(=O)C)(=O)C.[Na+].C(=O)([O-])O.[Na+], predict the reaction product. The product is: [C:1]1([CH:7]([C:13]2[CH:18]=[CH:17][CH:16]=[CH:15][CH:14]=2)[N:8]2[CH2:11][CH:10]([N:24]3[CH2:23][CH2:22][N:21]([C:26]([O:28][C:29]([CH3:32])([CH3:31])[CH3:30])=[O:27])[C@H:20]([CH3:19])[CH2:25]3)[CH2:9]2)[CH:6]=[CH:5][CH:4]=[CH:3][CH:2]=1. (2) Given the reactants [F:1][C:2]1[C:7]([F:8])=[C:6]([NH:9][C:10]2[CH:15]=[CH:14][C:13]([I:16])=[CH:12][C:11]=2[F:17])[C:5]([NH2:18])=[CH:4][CH:3]=1.[CH:19]1([S:25](Cl)(=[O:27])=[O:26])[CH2:24][CH2:23][CH2:22][CH2:21][CH2:20]1, predict the reaction product. The product is: [F:8][C:7]1[C:6]([NH:9][C:10]2[CH:15]=[CH:14][C:13]([I:16])=[CH:12][C:11]=2[F:17])=[C:5]([NH:18][S:25]([CH:19]2[CH2:24][CH2:23][CH2:22][CH2:21][CH2:20]2)(=[O:27])=[O:26])[CH:4]=[CH:3][C:2]=1[F:1]. (3) Given the reactants [N:1]([CH2:4][C:5]([O:7]CC)=[O:6])=[C:2]=[O:3].[CH:10]1([N:16]2[C:21](=[O:22])[CH2:20][C:19](=[O:23])[N:18]([CH:24]3[CH2:28][CH2:27][CH2:26][CH2:25]3)[C:17]2=[O:29])[CH2:15][CH2:14][CH2:13][CH2:12][CH2:11]1.C(N(C(C)C)CC)(C)C, predict the reaction product. The product is: [CH:10]1([N:16]2[C:21]([OH:22])=[C:20]([C:2]([NH:1][CH2:4][C:5]([OH:7])=[O:6])=[O:3])[C:19](=[O:23])[N:18]([CH:24]3[CH2:25][CH2:26][CH2:27][CH2:28]3)[C:17]2=[O:29])[CH2:11][CH2:12][CH2:13][CH2:14][CH2:15]1. (4) Given the reactants [Cl:1][C:2]1[CH:3]=[C:4]([CH:31]=[CH:32][CH:33]=1)[CH2:5][O:6][C:7]1[CH:16]=[C:15]2[C:10]([CH2:11][CH:12]([CH2:25][C:26]([O:28][CH2:29][CH3:30])=[O:27])[C:13](=[O:24])[N:14]2C(OC(C)(C)C)=O)=[CH:9][CH:8]=1.Cl.O1CCOCC1.CC(O)C, predict the reaction product. The product is: [Cl:1][C:2]1[CH:3]=[C:4]([CH:31]=[CH:32][CH:33]=1)[CH2:5][O:6][C:7]1[CH:16]=[C:15]2[C:10]([CH2:11][CH:12]([CH2:25][C:26]([O:28][CH2:29][CH3:30])=[O:27])[C:13](=[O:24])[NH:14]2)=[CH:9][CH:8]=1. (5) Given the reactants [C:1]1(=[O:11])[C:9]2[C:4](=[CH:5][CH:6]=[CH:7][CH:8]=2)[C:3](=[O:10])O1.[CH2:12]1[CH:17]([NH2:18])[CH2:16][CH2:15][CH:14]([OH:19])[CH2:13]1, predict the reaction product. The product is: [CH2:16]1[CH:17]([N:18]2[C:3](=[O:10])[C:4]3[C:9](=[CH:8][CH:7]=[CH:6][CH:5]=3)[C:1]2=[O:11])[CH2:12][CH2:13][CH:14]([OH:19])[CH2:15]1. (6) Given the reactants [C:1]([O:5][C:6]([N:8]1[CH2:13][CH2:12][CH2:11][CH2:10][CH:9]1[CH2:14][CH2:15][N:16]1[C:25]2[CH:24]=[CH:23][C:22]([Cl:26])=[CH:21][C:20]=2[C:19]2=[N:27][N:28](C3CCCCO3)[C:29]([CH3:30])=[C:18]2[C:17]1=[O:37])=[O:7])([CH3:4])([CH3:3])[CH3:2].Cl.CCN(CC)CC, predict the reaction product. The product is: [C:1]([O:5][C:6]([N:8]1[CH2:13][CH2:12][CH2:11][CH2:10][CH:9]1[CH2:14][CH2:15][N:16]1[C:25]2[CH:24]=[CH:23][C:22]([Cl:26])=[CH:21][C:20]=2[C:19]2=[N:27][NH:28][C:29]([CH3:30])=[C:18]2[C:17]1=[O:37])=[O:7])([CH3:3])([CH3:4])[CH3:2]. (7) Given the reactants [CH2:1]([Cl:8])[C:2]1[CH:7]=[CH:6][CH:5]=[CH:4][CH:3]=1.[N+:9]([O-])([OH:11])=[O:10].S(=O)(=O)(O)O, predict the reaction product. The product is: [Cl:8][CH2:1][C:2]1[CH:7]=[CH:6][C:5]([N+:9]([O-:11])=[O:10])=[CH:4][CH:3]=1. (8) Given the reactants C[O:2][C:3]1[CH:8]=[CH:7][C:6]([N:9]2[CH:17]=[C:16]3[C:11]([CH:12]=[CH:13][CH:14]=[CH:15]3)=[N:10]2)=[CH:5][CH:4]=1.B(Br)(Br)Br, predict the reaction product. The product is: [N:10]1[N:9]([C:6]2[CH:7]=[CH:8][C:3]([OH:2])=[CH:4][CH:5]=2)[CH:17]=[C:16]2[C:11]=1[CH:12]=[CH:13][CH:14]=[CH:15]2. (9) Given the reactants [NH2:1][C:2]1[N:3]([CH3:23])[C:4](=[O:22])[C@:5]2([N:21]=1)[C:14]1[CH:13]=[C:12]([OH:15])[CH:11]=[CH:10][C:9]=1[O:8][C@H:7]1[CH2:16][CH2:17][CH2:18][O:19][C@:6]21[CH3:20].CO[CH:26](OC)[N:27]([CH3:29])[CH3:28], predict the reaction product. The product is: [OH:15][C:12]1[CH:11]=[CH:10][C:9]2[O:8][C@H:7]3[CH2:16][CH2:17][CH2:18][O:19][C@:6]3([CH3:20])[C@:5]3([C:4](=[O:22])[N:3]([CH3:23])[C:2](/[N:1]=[CH:26]/[N:27]([CH3:29])[CH3:28])=[N:21]3)[C:14]=2[CH:13]=1. (10) Given the reactants [Br:1][C:2]1[C:10]([N+:11]([O-:13])=[O:12])=[CH:9][CH:8]=[CH:7][C:3]=1[C:4]([O-:6])=[O:5].[C:14](=O)([O-])[O-].[Na+].[Na+].CI.O, predict the reaction product. The product is: [Br:1][C:2]1[C:10]([N+:11]([O-:13])=[O:12])=[CH:9][CH:8]=[CH:7][C:3]=1[C:4]([O:6][CH3:14])=[O:5].